This data is from Full USPTO retrosynthesis dataset with 1.9M reactions from patents (1976-2016). The task is: Predict the reactants needed to synthesize the given product. (1) Given the product [Cl:1][C:2]1[CH:3]=[C:4]([CH:19]=[CH:20][C:21]=1[C:22]([N:25]1[CH2:30][CH2:29][CH2:28][CH2:27][CH2:26]1)=[O:24])[C:5]([NH:7][CH2:8][C:9]1[NH:13][C:12]2[CH:14]=[CH:15][C:16]([Cl:18])=[CH:17][C:11]=2[N:10]=1)=[O:6], predict the reactants needed to synthesize it. The reactants are: [Cl:1][C:2]1[CH:3]=[C:4]([CH:19]=[CH:20][C:21]=1[C:22]([OH:24])=O)[C:5]([NH:7][CH2:8][C:9]1[NH:13][C:12]2[CH:14]=[CH:15][C:16]([Cl:18])=[CH:17][C:11]=2[N:10]=1)=[O:6].[NH:25]1[CH2:30][CH2:29][CH2:28][CH2:27][CH2:26]1.CN(C(ON1N=NC2C=CC=CC1=2)=[N+](C)C)C.[B-](F)(F)(F)F.C(N(CC)CC)C. (2) Given the product [F:7][C:8]1[CH:9]=[C:10]([CH2:11][C:23]([C:22]2[CH:21]=[CH:20][C:19]([C:18]([F:17])([F:28])[F:29])=[CH:27][CH:26]=2)=[O:24])[CH:13]=[C:14]([F:16])[CH:15]=1, predict the reactants needed to synthesize it. The reactants are: C([Cu])#N.[Li+].[Br-].[Br-].[F:7][C:8]1[CH:9]=[C:10]([CH:13]=[C:14]([F:16])[CH:15]=1)[CH2:11][Zn+].[F:17][C:18]([F:29])([F:28])[C:19]1[CH:27]=[CH:26][C:22]([C:23](Cl)=[O:24])=[CH:21][CH:20]=1. (3) Given the product [F:37][C:34]1[CH:33]=[CH:32][C:31]([CH2:30][CH2:29][C:22]2[C:23]([C:24]([O:26][CH2:27][CH3:28])=[O:25])=[C:4]([C:44]3[CH:47]=[CH:48][C:41]([C:38]([NH:85][C@H:84]([C:53]4[CH:54]=[CH:55][N:50]=[CH:51][CH:52]=4)[CH3:83])=[O:40])=[C:42]([F:49])[CH:43]=3)[C:5]3[C:13](=[O:15])[N:9]4[C@@H:8]([CH2:12][CH2:11][CH2:10]4)[C:6]=3[N:21]=2)=[CH:36][CH:35]=1, predict the reactants needed to synthesize it. The reactants are: C(O[C:4](=O)[CH2:5][C:6]([C@@H:8]1[CH2:12][CH2:11][CH2:10][N:9]1[C:13]([O:15]C(C)(C)C)=O)=O)C.[NH2:21]/[C:22](/[CH2:29][CH2:30][C:31]1[CH:36]=[CH:35][C:34]([F:37])=[CH:33][CH:32]=1)=[CH:23]\[C:24]([O:26][CH2:27][CH3:28])=[O:25].[C:38]([C:41]1[CH:48]=[CH:47][C:44](C=O)=[CH:43][C:42]=1[F:49])([OH:40])=O.[NH:50]1[CH2:55][CH2:54][CH2:53][CH2:52][CH2:51]1.O=[N+]([O-])[O-].[O-][N+](=O)[O-].[O-][N+](=O)[O-].[O-][N+](=O)[O-].[O-][N+](=O)[O-].[O-][N+](=O)[O-].[Ce+4].[NH4+].[NH4+].[CH3:83][CH2:84][N:85](CC)CC.CCN=C=NCCCN(C)C.C1C=CC2N(O)N=NC=2C=1.C([O-])(O)=O.[Na+]. (4) Given the product [C:3]1([CH2:2][N:18]2[C:14](=[O:24])[C:15]3[C:16](=[CH:20][CH:21]=[CH:22][CH:23]=3)[C:17]2=[O:19])[C:12]2[C:7](=[CH:8][CH:9]=[CH:10][CH:11]=2)[CH:6]=[CH:5][CH:4]=1, predict the reactants needed to synthesize it. The reactants are: Cl[CH2:2][C:3]1[C:12]2[C:7](=[CH:8][CH:9]=[CH:10][CH:11]=2)[CH:6]=[CH:5][CH:4]=1.[K].[C:14]1(=[O:24])[NH:18][C:17](=[O:19])[C:16]2=[CH:20][CH:21]=[CH:22][CH:23]=[C:15]12. (5) Given the product [CH3:5][O:6][C:7]([C:9]1[N:10]([CH3:20])[C:11]2[C:16]([CH:17]=1)=[C:15]([N+:1]([O-:4])=[O:2])[C:14]([O:18][CH3:19])=[CH:13][CH:12]=2)=[O:8], predict the reactants needed to synthesize it. The reactants are: [N+:1]([O-:4])(O)=[O:2].[CH3:5][O:6][C:7]([C:9]1[N:10]([CH3:20])[C:11]2[C:16]([CH:17]=1)=[CH:15][C:14]([O:18][CH3:19])=[CH:13][CH:12]=2)=[O:8]. (6) Given the product [F:9][C:10]([F:15])([F:14])[CH:11]([OH:12])[CH2:13][N:1]1[CH2:6][CH2:5][CH2:4][CH:3]([C:7]#[N:8])[CH2:2]1, predict the reactants needed to synthesize it. The reactants are: [NH:1]1[CH2:6][CH2:5][CH2:4][CH:3]([C:7]#[N:8])[CH2:2]1.[F:9][C:10]([F:15])([F:14])[C@@H:11]1[CH2:13][O:12]1.